From a dataset of Forward reaction prediction with 1.9M reactions from USPTO patents (1976-2016). Predict the product of the given reaction. Given the reactants [NH:1]1[C:9]2[C:4](=[CH:5][CH:6]=[CH:7][CH:8]=2)[C:3](/[CH:10]=[CH:11]/[C:12]([NH:14][C:15]2[CH:16]=[C:17]([CH:21]=[CH:22][CH:23]=2)[C:18]([OH:20])=O)=[O:13])=[N:2]1.[CH2:24]([NH:26][CH2:27][C:28]1[CH:33]=[CH:32][N:31]=[CH:30][CH:29]=1)[CH3:25], predict the reaction product. The product is: [CH2:24]([N:26]([CH2:27][C:28]1[CH:33]=[CH:32][N:31]=[CH:30][CH:29]=1)[C:18](=[O:20])[C:17]1[CH:21]=[CH:22][CH:23]=[C:15]([NH:14][C:12](=[O:13])/[CH:11]=[CH:10]/[C:3]2[C:4]3[C:9](=[CH:8][CH:7]=[CH:6][CH:5]=3)[NH:1][N:2]=2)[CH:16]=1)[CH3:25].